This data is from CYP2D6 inhibition data for predicting drug metabolism from PubChem BioAssay. The task is: Regression/Classification. Given a drug SMILES string, predict its absorption, distribution, metabolism, or excretion properties. Task type varies by dataset: regression for continuous measurements (e.g., permeability, clearance, half-life) or binary classification for categorical outcomes (e.g., BBB penetration, CYP inhibition). Dataset: cyp2d6_veith. (1) The molecule is CN(C(=O)Cc1ccc(Cl)c(Cl)c1)[C@@H](CN1CCCC1)c1cccc(OCC(=O)O)c1. The result is 0 (non-inhibitor). (2) The drug is NCCC[C@H](N)CC(=O)N[C@H]1CNC(=O)[C@@H]([C@@H]2C[C@H](O)N=C(N)N2)NC(=O)/C(=C/NC(N)=O)NC(=O)[C@@H](CO)NC(=O)[C@@H](CO)NC1=O. The result is 0 (non-inhibitor). (3) The molecule is CSc1ccc(NC(=O)NCCCN2CCN(c3ccccc3F)CC2)cc1. The result is 1 (inhibitor). (4) The drug is O=C1C=C(NCCc2cc(Br)c(O)c(Br)c2)C(=O)c2ncccc21. The result is 1 (inhibitor). (5) The result is 0 (non-inhibitor). The drug is CCC(CC)C(=O)Nc1cccc(C(=O)Nc2ccc(OC)cc2[N+](=O)[O-])c1.